Dataset: Full USPTO retrosynthesis dataset with 1.9M reactions from patents (1976-2016). Task: Predict the reactants needed to synthesize the given product. (1) Given the product [Br:1][C:2]1[CH:7]=[CH:6][C:5]([CH:8]([CH3:12])[C:9]([NH2:15])=[O:10])=[CH:4][CH:3]=1, predict the reactants needed to synthesize it. The reactants are: [Br:1][C:2]1[CH:7]=[CH:6][C:5]([CH:8]([CH3:12])[C:9](O)=[O:10])=[CH:4][CH:3]=1.C([N:15](CC)CC)C.ClC(OCC(C)C)=O. (2) Given the product [CH:1]1([N:5]([CH3:31])[C:6](=[O:27])[C:7]2[CH:12]=[C:11]([O:13][C:14]3[C:19]([CH3:20])=[CH:18][C:17]([N+:21]([O-:23])=[O:22])=[CH:16][C:15]=3[CH3:24])[CH:10]=[CH:9][C:8]=2[O:25][CH3:26])[CH2:4][CH2:3][CH2:2]1, predict the reactants needed to synthesize it. The reactants are: [CH:1]1([NH:5][C:6](=[O:27])[C:7]2[CH:12]=[C:11]([O:13][C:14]3[C:19]([CH3:20])=[CH:18][C:17]([N+:21]([O-:23])=[O:22])=[CH:16][C:15]=3[CH3:24])[CH:10]=[CH:9][C:8]=2[O:25][CH3:26])[CH2:4][CH2:3][CH2:2]1.[H-].[Na+].I[CH3:31].O. (3) Given the product [CH2:1]([O:8][C:9]1[CH:14]=[C:13]([O:15][CH2:16][C:17]2[CH:18]=[CH:19][CH:20]=[CH:21][CH:22]=2)[C:12]([CH:23]([CH3:24])[CH3:25])=[CH:11][C:10]=1[C:26]1[O:30][N:29]=[C:28]([C:31]([NH:32][CH2:33][CH3:34])=[O:35])[C:27]=1[C:36]1[N:40]=[C:39]([C:41]([N:46]2[CH2:51][CH2:50][O:49][CH2:48][CH2:47]2)=[O:42])[O:38][N:37]=1)[C:2]1[CH:7]=[CH:6][CH:5]=[CH:4][CH:3]=1, predict the reactants needed to synthesize it. The reactants are: [CH2:1]([O:8][C:9]1[CH:14]=[C:13]([O:15][CH2:16][C:17]2[CH:22]=[CH:21][CH:20]=[CH:19][CH:18]=2)[C:12]([CH:23]([CH3:25])[CH3:24])=[CH:11][C:10]=1[C:26]1[O:30][N:29]=[C:28]([C:31](=[O:35])[NH:32][CH2:33][CH3:34])[C:27]=1[C:36]1[N:40]=[C:39]([C:41](OCC)=[O:42])[O:38][N:37]=1)[C:2]1[CH:7]=[CH:6][CH:5]=[CH:4][CH:3]=1.[NH:46]1[CH2:51][CH2:50][O:49][CH2:48][CH2:47]1. (4) Given the product [F:29][C:2]([F:1])([F:28])[C:3]1[CH:4]=[CH:5][C:6]([O:9][C:10]2[CH:11]=[C:12]([CH:16]=[C:17]3[CH2:22][CH2:21][CH:20]([C:23]([OH:25])=[O:24])[CH2:19][CH2:18]3)[CH:13]=[CH:14][CH:15]=2)=[N:7][CH:8]=1, predict the reactants needed to synthesize it. The reactants are: [F:1][C:2]([F:29])([F:28])[C:3]1[CH:4]=[CH:5][C:6]([O:9][C:10]2[CH:11]=[C:12]([CH:16]=[C:17]3[CH2:22][CH2:21][CH:20]([C:23]([O:25]CC)=[O:24])[CH2:19][CH2:18]3)[CH:13]=[CH:14][CH:15]=2)=[N:7][CH:8]=1.[OH-].[Na+]. (5) Given the product [CH:5]1([N:11]2[C:15]([CH3:16])([CH3:17])[CH2:14][N:13]([C:1]([Cl:4])=[O:2])[C:12]2=[O:18])[CH2:6][CH2:7][CH2:8][CH2:9][CH2:10]1, predict the reactants needed to synthesize it. The reactants are: [C:1]([Cl:4])(Cl)=[O:2].[CH:5]1([N:11]2[C:15]([CH3:17])([CH3:16])[CH2:14][NH:13][C:12]2=[O:18])[CH2:10][CH2:9][CH2:8][CH2:7][CH2:6]1.N1C=CC=CC=1. (6) Given the product [CH3:31][S:32]([O:30][C@@H:10]([CH2:9][O:8][Si:1]([C:4]([CH3:7])([CH3:6])[CH3:5])([CH3:3])[CH3:2])[C@H:11]([NH:22][C:23]([O:24][C:25]([CH3:28])([CH3:27])[CH3:26])=[O:29])[C:12]1[CH:13]=[CH:14][C:15]([C:18]([F:21])([F:19])[F:20])=[CH:16][CH:17]=1)(=[O:34])=[O:33], predict the reactants needed to synthesize it. The reactants are: [Si:1]([O:8][CH2:9][C@H:10]([OH:30])[C@H:11]([NH:22][C:23](=[O:29])[O:24][C:25]([CH3:28])([CH3:27])[CH3:26])[C:12]1[CH:17]=[CH:16][C:15]([C:18]([F:21])([F:20])[F:19])=[CH:14][CH:13]=1)([C:4]([CH3:7])([CH3:6])[CH3:5])([CH3:3])[CH3:2].[CH3:31][S:32](Cl)(=[O:34])=[O:33].O. (7) Given the product [Cl:1][C:2]1[C:3]([C:18]2[N:22]=[C:21]([C:23]3[N:24]=[C:25]4[C:30]([Cl:31])=[CH:29][C:28]([CH2:32][CH:33]([CH3:34])[CH3:35])=[CH:27][N:26]4[CH:36]=3)[O:20][N:19]=2)=[CH:4][C:5]([F:17])=[C:6]([CH2:8][CH2:9][C:10]([OH:12])=[O:11])[CH:7]=1, predict the reactants needed to synthesize it. The reactants are: [Cl:1][C:2]1[C:3]([C:18]2[N:22]=[C:21]([C:23]3[N:24]=[C:25]4[C:30]([Cl:31])=[CH:29][C:28]([CH2:32][CH:33]([CH3:35])[CH3:34])=[CH:27][N:26]4[CH:36]=3)[O:20][N:19]=2)=[CH:4][C:5]([F:17])=[C:6]([CH2:8][CH2:9][C:10]([O:12]C(C)(C)C)=[O:11])[CH:7]=1.C(O)(C(F)(F)F)=O. (8) Given the product [NH2:2][C:1]1[N:3]=[C:4]([N:7]2[CH2:12][CH2:11][CH:10]([NH:13][C:14]([C:16]3[NH:17][C:18]([CH3:23])=[C:19]([Cl:22])[C:20]=3[Cl:21])=[O:15])[CH2:9][CH2:8]2)[S:5][C:6]=1[C:26]([O:28][CH3:29])=[O:27], predict the reactants needed to synthesize it. The reactants are: [C:1]([N:3]=[C:4]([N:7]1[CH2:12][CH2:11][CH:10]([NH:13][C:14]([C:16]2[NH:17][C:18]([CH3:23])=[C:19]([Cl:22])[C:20]=2[Cl:21])=[O:15])[CH2:9][CH2:8]1)[S:5][CH3:6])#[N:2].SC[C:26]([O:28][CH3:29])=[O:27]. (9) Given the product [O:1]=[C:2]1[N:10]([CH2:11][CH2:12][CH3:13])[C:9]2[N:8]=[C:7]([C:14]34[CH2:19][CH2:18][C:17]([CH2:22][CH2:23][C:24]#[N:25])([CH2:20][CH2:21]3)[CH2:16][CH2:15]4)[NH:6][C:5]=2[C:4](=[O:26])[N:3]1[CH2:27][CH2:28][CH3:29], predict the reactants needed to synthesize it. The reactants are: [O:1]=[C:2]1[N:10]([CH2:11][CH2:12][CH3:13])[C:9]2[N:8]=[C:7]([C:14]34[CH2:21][CH2:20][C:17]([CH:22]=[CH:23][C:24]#[N:25])([CH2:18][CH2:19]3)[CH2:16][CH2:15]4)[NH:6][C:5]=2[C:4](=[O:26])[N:3]1[CH2:27][CH2:28][CH3:29].[H][H].